This data is from Catalyst prediction with 721,799 reactions and 888 catalyst types from USPTO. The task is: Predict which catalyst facilitates the given reaction. (1) Reactant: [Cl:1][C:2]1[N:3]=[C:4]([C:9]([NH:11][CH:12]2[CH2:15][N:14]([C:16]3[S:17][C:18]([C:22]([O:24]CC)=[O:23])=[C:19]([CH3:21])[N:20]=3)[CH2:13]2)=[O:10])[NH:5][C:6]=1[CH2:7][CH3:8].[OH-].[Li+].C1COCC1.O. Product: [Cl:1][C:2]1[N:3]=[C:4]([C:9]([NH:11][CH:12]2[CH2:13][N:14]([C:16]3[S:17][C:18]([C:22]([OH:24])=[O:23])=[C:19]([CH3:21])[N:20]=3)[CH2:15]2)=[O:10])[NH:5][C:6]=1[CH2:7][CH3:8]. The catalyst class is: 5. (2) Reactant: C([O:8][C:9]1[CH:10]=[C:11]2[C:16](=[CH:17][C:18]=1[O:19][CH3:20])[N:15]=[CH:14][CH:13]=[C:12]2[O:21][C:22]1[CH:23]=[CH:24][C:25]2[NH:30][CH2:29][CH2:28][O:27][C:26]=2[CH:31]=1)C1C=CC=CC=1. Product: [O:27]1[CH2:28][CH2:29][NH:30][C:25]2[CH:24]=[CH:23][C:22]([O:21][C:12]3[C:11]4[C:16](=[CH:17][C:18]([O:19][CH3:20])=[C:9]([OH:8])[CH:10]=4)[N:15]=[CH:14][CH:13]=3)=[CH:31][C:26]1=2. The catalyst class is: 29. (3) Reactant: [CH3:1][O:2][CH:3]([O:16][CH3:17])[C:4]1[C:13]([CH:14]=O)=[CH:12][C:11]2[CH2:10][CH2:9][CH2:8][NH:7][C:6]=2[N:5]=1.Cl.[NH2:19][CH2:20][CH2:21][O:22][CH2:23][C:24]([O:26]CC)=O.C(N(CC)CC)C.C(O[BH-](OC(=O)C)OC(=O)C)(=O)C.[Na+]. Product: [CH3:1][O:2][CH:3]([O:16][CH3:17])[C:4]1[C:13]([CH2:14][N:19]2[CH2:20][CH2:21][O:22][CH2:23][C:24]2=[O:26])=[CH:12][C:11]2[CH2:10][CH2:9][CH2:8][NH:7][C:6]=2[N:5]=1. The catalyst class is: 26. (4) Reactant: [CH:1]1([C:6](Cl)=[O:7])[CH2:5][CH2:4][CH2:3][CH2:2]1.[OH-].[Na+].[CH:11]1[C:23]2[CH:22]([CH2:24][O:25][C:26]([NH:28][C@@H:29]([CH2:33][CH2:34][NH2:35])[C:30]([OH:32])=[O:31])=[O:27])[C:21]3[C:16](=[CH:17][CH:18]=[CH:19][CH:20]=3)[C:15]=2[CH:14]=[CH:13][CH:12]=1. Product: [CH:20]1[C:21]2[CH:22]([CH2:24][O:25][C:26]([NH:28][C@@H:29]([CH2:33][CH2:34][NH:35][C:6]([CH:1]3[CH2:5][CH2:4][CH2:3][CH2:2]3)=[O:7])[C:30]([OH:32])=[O:31])=[O:27])[C:23]3[C:15](=[CH:14][CH:13]=[CH:12][CH:11]=3)[C:16]=2[CH:17]=[CH:18][CH:19]=1. The catalyst class is: 1. (5) Reactant: [NH:1]1[CH:5]=[CH:4][N:3]=[CH:2]1.[H-].[Na+].CS(O[CH:13]1[CH2:30][CH2:29][C:16]2([CH2:21][CH2:20][N:19]([C:22]([O:24][C:25]([CH3:28])([CH3:27])[CH3:26])=[O:23])[CH2:18][CH2:17]2)[CH2:15][CH2:14]1)(=O)=O. Product: [N:1]1([CH:13]2[CH2:30][CH2:29][C:16]3([CH2:17][CH2:18][N:19]([C:22]([O:24][C:25]([CH3:26])([CH3:27])[CH3:28])=[O:23])[CH2:20][CH2:21]3)[CH2:15][CH2:14]2)[CH:5]=[CH:4][N:3]=[CH:2]1. The catalyst class is: 18.